Dataset: Catalyst prediction with 721,799 reactions and 888 catalyst types from USPTO. Task: Predict which catalyst facilitates the given reaction. (1) Reactant: [CH3:1][C:2]1[CH:7]=[CH:6][C:5]([S:8](Cl)(=[O:10])=[O:9])=[CH:4][CH:3]=1.CC([N:16]([CH:20]([CH2:24][OH:25])[CH:21]([CH3:23])[CH3:22])[C:17](=[O:19])[OH:18])(C)C.O. Product: [CH3:1][C:2]1[CH:7]=[CH:6][C:5]([S:8]([O:25][CH2:24][CH:20]([NH:16][C:17](=[O:19])[O:18][C:2]([CH3:7])([CH3:3])[CH3:1])[CH:21]([CH3:22])[CH3:23])(=[O:10])=[O:9])=[CH:4][CH:3]=1. The catalyst class is: 17. (2) Reactant: [C:1]1([CH3:9])[CH:6]=[CH:5][C:4]([C:7]#[N:8])=[CH:3][CH:2]=1.C[Si]([N-:14][Si](C)(C)C)(C)C.[Li+].[ClH:20]. Product: [ClH:20].[CH3:9][C:1]1[CH:6]=[CH:5][C:4]([C:7]([NH2:14])=[NH:8])=[CH:3][CH:2]=1. The catalyst class is: 27. (3) Reactant: CCN(C(C)C)C(C)C.CN(C(ON1N=NC2C=CC=NC1=2)=[N+](C)C)C.F[P-](F)(F)(F)(F)F.Cl.[C:35]1([C:41]2([NH2:44])[CH2:43][CH2:42]2)[CH:40]=[CH:39][CH:38]=[CH:37][CH:36]=1.[Br:45][C:46]1[C:54]2[C:49](=[N:50][CH:51]=[C:52]([C:55]3[CH:56]=[C:57]([CH:61]=[CH:62][CH:63]=3)[C:58](O)=[O:59])[CH:53]=2)[O:48][C:47]=1[C:64]1[CH:69]=[CH:68][C:67]([F:70])=[CH:66][CH:65]=1. Product: [Br:45][C:46]1[C:54]2[C:49](=[N:50][CH:51]=[C:52]([C:55]3[CH:56]=[C:57]([CH:61]=[CH:62][CH:63]=3)[C:58]([NH:44][C:41]3([C:35]4[CH:40]=[CH:39][CH:38]=[CH:37][CH:36]=4)[CH2:43][CH2:42]3)=[O:59])[CH:53]=2)[O:48][C:47]=1[C:64]1[CH:69]=[CH:68][C:67]([F:70])=[CH:66][CH:65]=1. The catalyst class is: 31. (4) Reactant: [Br:1]/[CH:2]=[CH:3]/[CH2:4][O:5][C:6]1[CH:7]=[CH:8][C:9]2[N:10](C(=O)C)[C:11]3[C:16]([S:17][C:18]=2[CH:19]=1)=[CH:15][C:14]([N+:20]([O-:22])=[O:21])=[CH:13][CH:12]=3.C1CCN2C(=NCCC2)CC1. Product: [Br:1]/[CH:2]=[CH:3]/[CH2:4][O:5][C:6]1[CH:7]=[CH:8][C:9]2[NH:10][C:11]3[C:16]([S:17][C:18]=2[CH:19]=1)=[CH:15][C:14]([N+:20]([O-:22])=[O:21])=[CH:13][CH:12]=3. The catalyst class is: 2. (5) The catalyst class is: 2. Product: [Cl:1][C:2]1[C:3]([O:12][CH2:13][CH:14]2[CH2:15][CH2:16][CH2:17][CH2:18][CH2:19]2)=[CH:4][C:5]2[O:9][N:8]=[C:7]([NH:10][S:28]([CH3:27])(=[O:30])=[O:29])[C:6]=2[CH:11]=1. Reactant: [Cl:1][C:2]1[C:3]([O:12][CH2:13][CH:14]2[CH2:19][CH2:18][CH2:17][CH2:16][CH2:15]2)=[CH:4][C:5]2[O:9][N:8]=[C:7]([NH2:10])[C:6]=2[CH:11]=1.C(N(CC)CC)C.[CH3:27][S:28](Cl)(=[O:30])=[O:29]. (6) Reactant: [C:1]([NH:8][CH2:9][CH2:10][C:11]([OH:13])=O)([O:3][C:4]([CH3:7])([CH3:6])[CH3:5])=[O:2].C(N1C=CN=C1)(N1C=CN=C1)=O.[C:26]1([NH2:33])[CH:31]=[CH:30][CH:29]=[C:28]([NH2:32])[CH:27]=1.C(=O)([O-])O.[Na+]. Product: [NH2:32][C:28]1[CH:27]=[C:26]([NH:33][C:11](=[O:13])[CH2:10][CH2:9][NH:8][C:1](=[O:2])[O:3][C:4]([CH3:5])([CH3:6])[CH3:7])[CH:31]=[CH:30][CH:29]=1. The catalyst class is: 675. (7) Reactant: [F:1][CH:2]([F:14])[O:3][C:4]1[CH:5]=[C:6]2[C:10](=[CH:11][CH:12]=1)[NH:9][N:8]=[C:7]2I.C([Mg]Cl)(C)C.Cl[Sn:21]([CH2:30][CH2:31][CH2:32][CH3:33])([CH2:26][CH2:27][CH2:28][CH3:29])[CH2:22][CH2:23][CH2:24][CH3:25]. Product: [F:1][CH:2]([F:14])[O:3][C:4]1[CH:5]=[C:6]2[C:10](=[CH:11][CH:12]=1)[NH:9][N:8]=[C:7]2[Sn:21]([CH2:26][CH2:27][CH2:28][CH3:29])([CH2:30][CH2:31][CH2:32][CH3:33])[CH2:22][CH2:23][CH2:24][CH3:25]. The catalyst class is: 1.